This data is from Catalyst prediction with 721,799 reactions and 888 catalyst types from USPTO. The task is: Predict which catalyst facilitates the given reaction. (1) Reactant: [F:1][C:2]1[CH:3]=[N:4][C:5]([NH:11][CH2:12][CH2:13][O:14][C:15]2[CH:20]=[CH:19][C:18]([F:21])=[CH:17][CH:16]=2)=[C:6]([CH:10]=1)[C:7]([OH:9])=O.[CH3:22][C:23]([NH2:27])([C:25]#[CH:26])[CH3:24].C1C=CC2N(O)N=NC=2C=1.CCN=C=NCCCN(C)C.CCN(C(C)C)C(C)C. Product: [F:1][C:2]1[CH:3]=[N:4][C:5]([NH:11][CH2:12][CH2:13][O:14][C:15]2[CH:20]=[CH:19][C:18]([F:21])=[CH:17][CH:16]=2)=[C:6]([CH:10]=1)[C:7]([NH:27][C:23]([CH3:24])([C:25]#[CH:26])[CH3:22])=[O:9]. The catalyst class is: 2. (2) Reactant: Br[CH2:2][CH:3]1[O:8][C:7]2[CH:9]=[C:10]([S:14]([CH3:17])(=[O:16])=[O:15])[CH:11]=[C:12]([F:13])[C:6]=2[CH2:5][O:4]1.[CH3:18][NH:19][CH2:20][CH3:21]. Product: [F:13][C:12]1[C:6]2[CH2:5][O:4][CH:3]([CH2:2][N:19]([CH3:18])[CH2:20][CH3:21])[O:8][C:7]=2[CH:9]=[C:10]([S:14]([CH3:17])(=[O:16])=[O:15])[CH:11]=1. The catalyst class is: 14.